This data is from Catalyst prediction with 721,799 reactions and 888 catalyst types from USPTO. The task is: Predict which catalyst facilitates the given reaction. (1) Reactant: Cl.Cl.[NH2:3][C:4]1[CH:5]=[C:6]([CH:11]=[CH:12][C:13]=1[NH2:14])[C:7]([O:9][CH3:10])=[O:8].N[C:16](N)=[O:17].Cl. Product: [O:17]=[C:16]1[NH:3][C:4]2[CH:5]=[C:6]([C:7]([O:9][CH3:10])=[O:8])[CH:11]=[CH:12][C:13]=2[NH:14]1. The catalyst class is: 6. (2) Reactant: [O:1]1[CH2:18][C@H:2]1[CH2:3][O:4][C:5]1[CH:17]=[CH:16][CH:15]=[CH:14][C:6]=1[CH:7]=[C:8]1[CH2:13][CH2:12][O:11][C:9]1=[O:10].[CH:19]1[C:28]2[C:23](=[CH:24][CH:25]=[CH:26][CH:27]=2)[CH:22]=[CH:21][C:20]=1[CH:29]1[CH2:34][CH2:33][NH:32][CH2:31][CH2:30]1. Product: [OH:1][C@@H:2]([CH2:18][N:32]1[CH2:33][CH2:34][CH:29]([C:20]2[CH:21]=[CH:22][C:23]3[C:28](=[CH:27][CH:26]=[CH:25][CH:24]=3)[CH:19]=2)[CH2:30][CH2:31]1)[CH2:3][O:4][C:5]1[CH:17]=[CH:16][CH:15]=[CH:14][C:6]=1[CH:7]=[C:8]1[CH2:13][CH2:12][O:11][C:9]1=[O:10]. The catalyst class is: 8. (3) Reactant: [CH2:1]([C:3]1[O:7][C:6]([C:8]2[CH:9]=[C:10]([C:24]#[N:25])[C:11](=[O:23])[N:12](COCC[Si](C)(C)C)[C:13]=2[CH3:14])=[N:5][CH:4]=1)[CH3:2]. Product: [CH2:1]([C:3]1[O:7][C:6]([C:8]2[CH:9]=[C:10]([C:24]#[N:25])[C:11](=[O:23])[NH:12][C:13]=2[CH3:14])=[N:5][CH:4]=1)[CH3:2]. The catalyst class is: 137. (4) Product: [NH:15]1[CH2:14][CH2:13][CH:12]([NH:11][C:9](=[O:10])[O:8][CH2:1][C:2]2[CH:7]=[CH:6][CH:5]=[CH:4][CH:3]=2)[CH2:17][CH2:16]1. The catalyst class is: 89. Reactant: [CH2:1]([O:8][C:9]([NH:11][CH:12]1[CH2:17][CH2:16][N:15](C(OC(C)(C)C)=O)[CH2:14][CH2:13]1)=[O:10])[C:2]1[CH:7]=[CH:6][CH:5]=[CH:4][CH:3]=1. (5) Reactant: [CH2:1]([C:5]1[CH:10]=[CH:9][C:8]([C:11]#[C:12][C:13]2[CH:20]=[CH:19][C:16]([CH:17]=O)=[CH:15][CH:14]=2)=[CH:7][CH:6]=1)[CH2:2][CH2:3][CH3:4].[NH2:21][C:22]1[CH:23]=[CH:24][C:25]2[C:30](=[O:31])[O:29][C:28]([CH3:33])([CH3:32])[O:27][C:26]=2[CH:34]=1.O.[BH4-].[Na+]. Product: [CH2:1]([C:5]1[CH:10]=[CH:9][C:8]([C:11]#[C:12][C:13]2[CH:20]=[CH:19][C:16]([CH2:17][NH:21][C:22]3[CH:23]=[CH:24][C:25]4[C:30](=[O:31])[O:29][C:28]([CH3:32])([CH3:33])[O:27][C:26]=4[CH:34]=3)=[CH:15][CH:14]=2)=[CH:7][CH:6]=1)[CH2:2][CH2:3][CH3:4]. The catalyst class is: 260.